Task: Regression. Given a peptide amino acid sequence and an MHC pseudo amino acid sequence, predict their binding affinity value. This is MHC class I binding data.. Dataset: Peptide-MHC class I binding affinity with 185,985 pairs from IEDB/IMGT (1) The peptide sequence is KDGTLFYCY. The MHC is HLA-A29:02 with pseudo-sequence HLA-A29:02. The binding affinity (normalized) is 0.568. (2) The peptide sequence is WFREDRSPV. The MHC is HLA-B48:01 with pseudo-sequence HLA-B48:01. The binding affinity (normalized) is 0.0847. (3) The peptide sequence is APKQKMFSN. The MHC is HLA-B07:02 with pseudo-sequence HLA-B07:02. The binding affinity (normalized) is 0.0177. (4) The peptide sequence is HAKYMVTDK. The MHC is HLA-A68:01 with pseudo-sequence HLA-A68:01. The binding affinity (normalized) is 0.520. (5) The peptide sequence is HPDIVIYQY. The MHC is HLA-A02:03 with pseudo-sequence HLA-A02:03. The binding affinity (normalized) is 0. (6) The peptide sequence is GMHHLYREY. The MHC is HLA-B15:01 with pseudo-sequence HLA-B15:01. The binding affinity (normalized) is 0.547. (7) The peptide sequence is WVSRFGERK. The MHC is HLA-B51:01 with pseudo-sequence HLA-B51:01. The binding affinity (normalized) is 0.0847. (8) The peptide sequence is ILNRETLLDFV. The MHC is HLA-B44:03 with pseudo-sequence HLA-B44:03. The binding affinity (normalized) is 0.0847.